This data is from Retrosynthesis with 50K atom-mapped reactions and 10 reaction types from USPTO. The task is: Predict the reactants needed to synthesize the given product. (1) Given the product COc1cc2c(Nc3cc(NC(=O)c4cccc(C(F)(F)F)c4)ccc3C)ncnc2cc1OCCCNC(=O)OC(C)(C)C, predict the reactants needed to synthesize it. The reactants are: CC(C)(C)OC(=O)NCCCI.COc1cc2c(Nc3cc(NC(=O)c4cccc(C(F)(F)F)c4)ccc3C)ncnc2cc1O. (2) Given the product Cc1cnc(NC(=O)CC[C@@H]2CC(=O)[C@@]3(C)CC[C@@H]4c5ccc(C(=O)O)cc5CC[C@H]4[C@H]23)s1, predict the reactants needed to synthesize it. The reactants are: COC(=O)c1ccc2c(c1)CC[C@@H]1[C@@H]2CC[C@]2(C)C(=O)C[C@@H](CCC(=O)Nc3ncc(C)s3)[C@@H]12.